From a dataset of Reaction yield outcomes from USPTO patents with 853,638 reactions. Predict the reaction yield, written as a fraction of the theoretical maximum amount of product (1.0 means a 100% yield; for example, 0.34 means a 34% yield). (1) The yield is 0.306. The product is [CH3:22][C:18]([N:15]1[CH2:16][CH2:17][N:12]([CH2:11][C:9]2[S:10][C:5]3[C:4]([N:24]4[CH2:29][CH2:28][O:27][CH2:26][CH2:25]4)=[N:3][C:2]([C:38]4[C:42]5[CH:43]=[CH:44][CH:45]=[CH:46][C:41]=5[O:40][C:39]=4[CH3:47])=[N:7][C:6]=3[CH:8]=2)[CH2:13][CH2:14]1)([CH3:23])[C:19]([NH2:21])=[O:20]. The reactants are Cl[C:2]1[N:3]=[C:4]([N:24]2[CH2:29][CH2:28][O:27][CH2:26][CH2:25]2)[C:5]2[S:10][C:9]([CH2:11][N:12]3[CH2:17][CH2:16][N:15]([C:18]([CH3:23])([CH3:22])[C:19]([NH2:21])=[O:20])[CH2:14][CH2:13]3)=[CH:8][C:6]=2[N:7]=1.CC1(C)C(C)(C)OB([C:38]2[C:42]3[CH:43]=[CH:44][CH:45]=[CH:46][C:41]=3[O:40][C:39]=2[CH3:47])O1.C(=O)([O-])[O-].[Na+].[Na+].C([O-])(=O)C.[K+]. The catalyst is C(#N)C.O.CCOC(C)=O. (2) The yield is 0.520. The product is [CH3:39][N:5]1[CH2:6][CH:1]2[CH2:8][CH2:7][CH:4]1[CH2:3][N:2]2[C:9]([C:11]1[CH:35]=[C:14]2[CH2:15][N:16]([C:20]([O:22][CH2:23][C:24]3[CH:29]=[C:28]([C:30]([F:32])([F:33])[F:31])[CH:27]=[C:26]([Cl:34])[CH:25]=3)=[O:21])[CH2:17][CH2:18][CH2:19][N:13]2[N:12]=1)=[O:10]. The catalyst is CO.CCOC(C)=O. The reactants are [CH:1]12[CH2:8][CH2:7][CH:4]([NH:5][CH2:6]1)[CH2:3][N:2]2[C:9]([C:11]1[CH:35]=[C:14]2[CH2:15][N:16]([C:20]([O:22][CH2:23][C:24]3[CH:29]=[C:28]([C:30]([F:33])([F:32])[F:31])[CH:27]=[C:26]([Cl:34])[CH:25]=3)=[O:21])[CH2:17][CH2:18][CH2:19][N:13]2[N:12]=1)=[O:10].C=O.[BH3-][C:39]#N.[Na+]. (3) The reactants are [CH3:1][N:2]1[C:8]2[CH:9]=[CH:10][CH:11]=[CH:12][C:7]=2[C:6](=[O:13])[NH:5][CH2:4][C:3]1=[O:14].CC(C)([O-])C.[K+].I[CH2:22][CH2:23][CH2:24][CH3:25].C(OCC)(=O)C.CCCCCC. The catalyst is CN(C)C=O.C(Cl)Cl. The product is [CH2:22]([N:5]1[C:6](=[O:13])[C:7]2[CH:12]=[CH:11][CH:10]=[CH:9][C:8]=2[N:2]([CH3:1])[C:3](=[O:14])[CH2:4]1)[CH2:23][CH2:24][CH3:25]. The yield is 0.900.